Dataset: Forward reaction prediction with 1.9M reactions from USPTO patents (1976-2016). Task: Predict the product of the given reaction. (1) Given the reactants [CH3:1][C:2]1[O:6][N:5]=[C:4]([C:7]2[CH:12]=[CH:11][CH:10]=[CH:9][CH:8]=2)[C:3]=1[CH2:13][O:14][C:15]1[CH:23]=[CH:22][C:18]([C:19]([OH:21])=O)=[CH:17][N:16]=1.[S:24]1[CH2:28][CH2:27][NH:26][CH2:25]1.O.ON1C2C=CC=CC=2N=N1.C(N(C(C)C)C(C)C)C, predict the reaction product. The product is: [CH3:1][C:2]1[O:6][N:5]=[C:4]([C:7]2[CH:8]=[CH:9][CH:10]=[CH:11][CH:12]=2)[C:3]=1[CH2:13][O:14][C:15]1[N:16]=[CH:17][C:18]([C:19]([N:26]2[CH2:27][CH2:28][S:24][CH2:25]2)=[O:21])=[CH:22][CH:23]=1. (2) The product is: [CH3:2][N:3]1[CH2:8][CH2:7][CH:6]([NH:9][NH2:10])[CH2:5][CH2:4]1. Given the reactants B.[CH3:2][N:3]1[CH2:8][CH2:7][C:6](=[N:9][NH:10]C(OC(C)(C)C)=O)[CH2:5][CH2:4]1.Cl, predict the reaction product. (3) Given the reactants [CH3:1][C:2]1[C:7]([CH3:8])=[C:6]([N+:9]([O-:11])=[O:10])[CH:5]=[CH:4][C:3]=1[N:12]=[C:13]1[S:17][CH2:16][C:15]2([CH2:21][CH2:20][CH2:19][CH2:18]2)[NH:14]1.[CH:22]1(Br)[CH2:26][CH2:25][CH2:24][CH2:23]1, predict the reaction product. The product is: [CH3:1][C:2]1[C:7]([CH3:8])=[C:6]([N+:9]([O-:11])=[O:10])[CH:5]=[CH:4][C:3]=1[N:12]=[C:13]1[S:17][CH2:16][C:15]2([CH2:21][CH2:20][CH2:19][CH2:18]2)[N:14]1[CH:22]1[CH2:26][CH2:25][CH2:24][CH2:23]1.